From a dataset of Forward reaction prediction with 1.9M reactions from USPTO patents (1976-2016). Predict the product of the given reaction. (1) Given the reactants [N+:1]([C:4]1[N:5]=[C:6]2[N:11]([CH:12]=1)[CH2:10][CH:9]([NH2:13])[CH2:8][O:7]2)([O-:3])=[O:2].[F:14][C:15]([F:34])([F:33])[O:16][C:17]1[CH:32]=[CH:31][C:20]([O:21][CH:22]2[CH2:25][N:24]([CH2:26][CH2:27][C:28](Cl)=[O:29])[CH2:23]2)=[CH:19][CH:18]=1, predict the reaction product. The product is: [F:34][C:15]([F:14])([F:33])[O:16][C:17]1[CH:32]=[CH:31][C:20]([O:21][CH:22]2[CH2:25][N:24]([CH2:26][CH2:27][C:28]([NH:13][C@@H:9]3[CH2:8][O:7][C:6]4=[N:5][C:4]([N+:1]([O-:3])=[O:2])=[CH:12][N:11]4[CH2:10]3)=[O:29])[CH2:23]2)=[CH:19][CH:18]=1. (2) Given the reactants [NH:1]1[CH2:11][CH2:10][CH:4]([C:5]([O:7][CH2:8][CH3:9])=[O:6])[CH2:3][CH2:2]1.[CH3:12][C:13]([O:16][C:17](O[C:17]([O:16][C:13]([CH3:15])([CH3:14])[CH3:12])=[O:18])=[O:18])([CH3:15])[CH3:14].O, predict the reaction product. The product is: [CH2:8]([O:7][C:5]([CH:4]1[CH2:3][CH2:2][N:1]([C:17]([O:16][C:13]([CH3:15])([CH3:14])[CH3:12])=[O:18])[CH2:11][CH2:10]1)=[O:6])[CH3:9].